From a dataset of Forward reaction prediction with 1.9M reactions from USPTO patents (1976-2016). Predict the product of the given reaction. (1) Given the reactants [OH:1][C:2]1[C:7]([CH:8]=[O:9])=[CH:6][CH:5]=[CH:4][C:3]=1[C:10]1[CH:15]=[CH:14][CH:13]=[CH:12][CH:11]=1.[H-].[Na+].[CH:18](Br)([CH3:20])[CH3:19].O, predict the reaction product. The product is: [CH:18]([O:1][C:2]1[C:7]([CH:8]=[O:9])=[CH:6][CH:5]=[CH:4][C:3]=1[C:10]1[CH:11]=[CH:12][CH:13]=[CH:14][CH:15]=1)([CH3:20])[CH3:19]. (2) Given the reactants [O:1]=[C:2]([O-:13])[C@@H:3]([C@H:5]([C@@H:7]([C@@H:9]([CH2:11][OH:12])[OH:10])[OH:8])[OH:6])[OH:4].[Na+].[OH-].[Na+].[Fe:17](Cl)Cl, predict the reaction product. The product is: [Fe:17].[OH:4][CH:3]([CH:5]([OH:6])[CH:7]([OH:8])[CH:9]([OH:10])[CH2:11][OH:12])[C:2]([O-:13])=[O:1]. (3) The product is: [CH3:17][N:11]1[CH2:12][CH2:13][N:8]([CH2:1][C:2]2[CH:3]=[CH:4][CH:5]=[CH:6][CH:7]=2)[CH2:9][C@@H:10]1[CH:14]([CH3:16])[CH3:15]. Given the reactants [CH2:1]([N:8]1[CH2:13][CH2:12][NH:11][C@@H:10]([CH:14]([CH3:16])[CH3:15])[CH2:9]1)[C:2]1[CH:7]=[CH:6][CH:5]=[CH:4][CH:3]=1.[C:17](O[BH-](OC(=O)C)OC(=O)C)(=O)C.[Na+].C=O, predict the reaction product. (4) Given the reactants [NH2:1][C:2]1[CH:12]=[CH:11][C:5]2[S:6](=[O:10])(=[O:9])[CH2:7][CH2:8][C:4]=2[C:3]=1[C:13]([OH:15])=O.[CH:16]([NH2:18])=O.O, predict the reaction product. The product is: [O:9]=[S:6]1(=[O:10])[C:5]2=[CH:11][CH:12]=[C:2]3[C:3]([C:13](=[O:15])[NH:18][CH:16]=[N:1]3)=[C:4]2[CH2:8][CH2:7]1.